Dataset: Forward reaction prediction with 1.9M reactions from USPTO patents (1976-2016). Task: Predict the product of the given reaction. (1) Given the reactants [OH:1][B:2]1[C:6]2[CH:7]=[C:8]([NH:11][S:12]([C:15]3[CH:20]=[CH:19][CH:18]=[C:17]([O:21]C)[CH:16]=3)(=[O:14])=[O:13])[CH:9]=[CH:10][C:5]=2[CH2:4][O:3]1.C(Cl)Cl.O, predict the reaction product. The product is: [OH:21][C:17]1[CH:16]=[C:15]([S:12]([NH:11][C:8]2[CH:9]=[CH:10][C:5]3[CH2:4][O:3][B:2]([OH:1])[C:6]=3[CH:7]=2)(=[O:13])=[O:14])[CH:20]=[CH:19][CH:18]=1. (2) Given the reactants Cl[C:2]1[CH:11]=[CH:10][N:9]=[C:8]2[C:3]=1[CH:4]=[CH:5][C:6](=[O:12])[NH:7]2.[OH:13][C:14]1[CH:23]=[C:22]2[C:17]([CH2:18][CH2:19][CH:20]([C:24]([OH:26])=[O:25])[CH2:21]2)=[CH:16][CH:15]=1.C(=O)([O-])[O-].[Cs+].[Cs+].Cl, predict the reaction product. The product is: [O:12]=[C:6]1[NH:7][C:8]2[N:9]=[CH:10][CH:11]=[C:2]([O:13][C:14]3[CH:23]=[C:22]4[C:17]([CH2:18][CH2:19][CH:20]([C:24]([OH:26])=[O:25])[CH2:21]4)=[CH:16][CH:15]=3)[C:3]=2[CH:4]=[CH:5]1. (3) Given the reactants [O:1]1[CH2:6][CH2:5][N:4]([C:7]2[C:8](=[O:13])[NH:9][CH:10]=[CH:11][N:12]=2)[CH2:3][CH2:2]1.[H-].[Na+].Cl[CH2:17][C:18]1[CH:28]=[CH:27][C:21]2[N:22]=[C:23]([S:25][CH3:26])[S:24][C:20]=2[CH:19]=1.O, predict the reaction product. The product is: [CH3:26][S:25][C:23]1[S:24][C:20]2[CH:19]=[C:18]([CH2:17][N:9]3[CH:10]=[CH:11][N:12]=[C:7]([N:4]4[CH2:5][CH2:6][O:1][CH2:2][CH2:3]4)[C:8]3=[O:13])[CH:28]=[CH:27][C:21]=2[N:22]=1.